Dataset: Reaction yield outcomes from USPTO patents with 853,638 reactions. Task: Predict the reaction yield, written as a fraction of the theoretical maximum amount of product (1.0 means a 100% yield; for example, 0.34 means a 34% yield). (1) The reactants are [C:1]([O:5][C:6]1[CH:11]=[CH:10][C:9]([CH2:12][C@H:13]([NH:37]C(=O)OCC2C3C=CC=CC=3C3C2=CC=CC=3)[C:14]([N:16]([CH2:26][C:27]2[C:31]3=[N:32][C:33]([Cl:36])=[CH:34][CH:35]=[C:30]3[S:29][CH:28]=2)[C@@H:17]([CH3:25])[CH:18]([O:22][CH2:23][CH3:24])[O:19][CH2:20][CH3:21])=[O:15])=[CH:8][CH:7]=1)([CH3:4])([CH3:3])[CH3:2].N1CCCCC1. No catalyst specified. The product is [NH2:37][C@@H:13]([CH2:12][C:9]1[CH:10]=[CH:11][C:6]([O:5][C:1]([CH3:4])([CH3:3])[CH3:2])=[CH:7][CH:8]=1)[C:14]([N:16]([CH2:26][C:27]1[C:31]2=[N:32][C:33]([Cl:36])=[CH:34][CH:35]=[C:30]2[S:29][CH:28]=1)[C@@H:17]([CH3:25])[CH:18]([O:22][CH2:23][CH3:24])[O:19][CH2:20][CH3:21])=[O:15]. The yield is 1.19. (2) The reactants are [Cl:1][S:2]([OH:5])(=O)=[O:3].[CH3:6][CH:7]([NH:9][C:10]([C:12]1[S:13][CH:14]=[CH:15][CH:16]=1)=[O:11])[CH3:8]. No catalyst specified. The product is [CH3:8][CH:7]([NH:9][C:10]([C:12]1[S:13][C:14]([S:2]([Cl:1])(=[O:5])=[O:3])=[CH:15][CH:16]=1)=[O:11])[CH3:6]. The yield is 0.177. (3) The reactants are [Br:1][C:2]1[CH:3]=[C:4](B2OC(C)(C)C(C)(C)O2)[CH:5]=[C:6]([O:8][CH3:9])[CH:7]=1.I[C:20]1[C:28]2[C:23](=[N:24][CH:25]=[N:26][C:27]=2[NH2:29])[N:22]([CH:30]([CH3:32])[CH3:31])[N:21]=1.C([O-])([O-])=O.[Na+].[Na+]. The catalyst is CCO.COCCOC.C1C=CC([P]([Pd]([P](C2C=CC=CC=2)(C2C=CC=CC=2)C2C=CC=CC=2)([P](C2C=CC=CC=2)(C2C=CC=CC=2)C2C=CC=CC=2)[P](C2C=CC=CC=2)(C2C=CC=CC=2)C2C=CC=CC=2)(C2C=CC=CC=2)C2C=CC=CC=2)=CC=1. The product is [Br:1][C:2]1[CH:3]=[C:4]([C:20]2[C:28]3[C:23](=[N:24][CH:25]=[N:26][C:27]=3[NH2:29])[N:22]([CH:30]([CH3:32])[CH3:31])[N:21]=2)[CH:5]=[C:6]([O:8][CH3:9])[CH:7]=1. The yield is 0.360. (4) The reactants are [C:1]([O:5][C:6]([N:8]1[C:13]2[CH:14]=[C:15]([Cl:19])[C:16]([OH:18])=[CH:17][C:12]=2[O:11][CH:10]([C:20]([N:22]2[CH2:27][CH2:26][C:25]([C:36]([O:38][CH2:39][CH3:40])=[O:37])([CH2:28][C:29]3[CH:34]=[CH:33][C:32]([F:35])=[CH:31][CH:30]=3)[CH2:24][CH2:23]2)=[O:21])[CH2:9]1)=[O:7])([CH3:4])([CH3:3])[CH3:2].[C:41]([O-])([O-])=O.[K+].[K+].CI. The catalyst is CC(C)=O. The product is [C:1]([O:5][C:6]([N:8]1[C:13]2[CH:14]=[C:15]([Cl:19])[C:16]([O:18][CH3:41])=[CH:17][C:12]=2[O:11][CH:10]([C:20]([N:22]2[CH2:23][CH2:24][C:25]([C:36]([O:38][CH2:39][CH3:40])=[O:37])([CH2:28][C:29]3[CH:34]=[CH:33][C:32]([F:35])=[CH:31][CH:30]=3)[CH2:26][CH2:27]2)=[O:21])[CH2:9]1)=[O:7])([CH3:3])([CH3:4])[CH3:2]. The yield is 0.488. (5) The reactants are C([O:3][C:4]([C:6]1[CH:11]=[C:10]([CH3:12])[N:9]([CH3:13])[C:8](=[O:14])[C:7]=1[O:15][CH3:16])=[O:5])C.[OH-].[Na+]. The catalyst is CO. The product is [CH3:16][O:15][C:7]1[C:8](=[O:14])[N:9]([CH3:13])[C:10]([CH3:12])=[CH:11][C:6]=1[C:4]([OH:5])=[O:3]. The yield is 0.980. (6) The yield is 0.930. The product is [OH:21][CH2:20][CH2:19][C:16]1[CH:15]=[CH:14][C:13]([O:12][C@@H:11]([C:24]2[CH:25]=[CH:26][CH:27]=[CH:28][CH:29]=2)[CH2:10][CH2:9][N:8]([CH3:30])[C:6](=[O:7])[O:5][C:1]([CH3:4])([CH3:3])[CH3:2])=[CH:18][CH:17]=1. The reactants are [C:1]([O:5][C:6]([N:8]([CH3:30])[CH2:9][CH2:10][C@H:11]([C:24]1[CH:29]=[CH:28][CH:27]=[CH:26][CH:25]=1)[O:12][C:13]1[CH:18]=[CH:17][C:16]([CH2:19][C:20](OC)=[O:21])=[CH:15][CH:14]=1)=[O:7])([CH3:4])([CH3:3])[CH3:2].[H-].[Al+3].[Li+].[H-].[H-].[H-]. The catalyst is C1COCC1. (7) The reactants are [NH2:1][C:2]1[N:7]=[CH:6][N:5]=[C:4]2[N:8]([CH2:25][C@H:26]([NH:28][C:29](=[O:33])[CH2:30][C:31]#[N:32])[CH3:27])[N:9]=[C:10]([C:11]3[CH:16]=[CH:15][C:14]([O:17][C:18]4[CH:23]=[CH:22][CH:21]=[CH:20][CH:19]=4)=[CH:13][C:12]=3[F:24])[C:3]=12.[CH3:34][C:35]([NH:39][C:40](=[O:46])[O:41][C:42]([CH3:45])([CH3:44])[CH3:43])([CH3:38])[CH:36]=O. The catalyst is C(O)C. The product is [NH2:1][C:2]1[N:7]=[CH:6][N:5]=[C:4]2[N:8]([CH2:25][C@H:26]([NH:28][C:29](=[O:33])[C:30]([C:31]#[N:32])=[CH:38][C:35]([NH:39][C:40](=[O:46])[O:41][C:42]([CH3:45])([CH3:44])[CH3:43])([CH3:34])[CH3:36])[CH3:27])[N:9]=[C:10]([C:11]3[CH:16]=[CH:15][C:14]([O:17][C:18]4[CH:19]=[CH:20][CH:21]=[CH:22][CH:23]=4)=[CH:13][C:12]=3[F:24])[C:3]=12. The yield is 0.350.